Dataset: Forward reaction prediction with 1.9M reactions from USPTO patents (1976-2016). Task: Predict the product of the given reaction. (1) Given the reactants [CH2:1](Br)[C:2]#[CH:3].[C:5]([O:9][C:10](=[O:13])[NH:11][OH:12])([CH3:8])([CH3:7])[CH3:6].C1CCN2C(=NCCC2)CC1, predict the reaction product. The product is: [CH2:1]([O:12][NH:11][C:10](=[O:13])[O:9][C:5]([CH3:8])([CH3:7])[CH3:6])[C:2]#[CH:3]. (2) Given the reactants [S:1]1[CH:5]=[N:4][N:3]=[C:2]1[C:6]1[CH:11]=[CH:10][CH:9]=[CH:8][C:7]=1[NH:12][C:13]([C:15]1[CH:20]=[C:19](Cl)[N:18]=[C:17]([C:22]2[CH:27]=[CH:26][CH:25]=[CH:24][CH:23]=2)[N:16]=1)=[O:14].C1COCC1.[CH3:33][N:34]([CH3:38])[CH2:35][CH2:36][NH2:37], predict the reaction product. The product is: [S:1]1[CH:5]=[N:4][N:3]=[C:2]1[C:6]1[CH:11]=[CH:10][CH:9]=[CH:8][C:7]=1[NH:12][C:13]([C:15]1[CH:20]=[C:19]([NH:37][CH2:36][CH2:35][N:34]([CH3:38])[CH3:33])[N:18]=[C:17]([C:22]2[CH:27]=[CH:26][CH:25]=[CH:24][CH:23]=2)[N:16]=1)=[O:14]. (3) Given the reactants [N+:1]([C:4]1[C:9]2[N:10]([CH2:13][C:14]([OH:16])=O)[CH:11]=[N:12][C:8]=2[CH:7]=[CH:6][CH:5]=1)([O-:3])=[O:2].[NH2:17][C:18]1[CH:19]=[C:20]([CH:30]=[C:31]([O:33][CH3:34])[CH:32]=1)[O:21][CH2:22][CH2:23][N:24]1[CH2:28][CH2:27][CH2:26][C:25]1=[O:29], predict the reaction product. The product is: [CH3:34][O:33][C:31]1[CH:32]=[C:18]([NH:17][C:14](=[O:16])[CH2:13][N:10]2[C:9]3[C:4]([N+:1]([O-:3])=[O:2])=[CH:5][CH:6]=[CH:7][C:8]=3[N:12]=[CH:11]2)[CH:19]=[C:20]([O:21][CH2:22][CH2:23][N:24]2[CH2:28][CH2:27][CH2:26][C:25]2=[O:29])[CH:30]=1.